Task: Regression. Given a peptide amino acid sequence and an MHC pseudo amino acid sequence, predict their binding affinity value. This is MHC class I binding data.. Dataset: Peptide-MHC class I binding affinity with 185,985 pairs from IEDB/IMGT (1) The peptide sequence is EPILEYVVY. The MHC is HLA-A26:01 with pseudo-sequence HLA-A26:01. The binding affinity (normalized) is 0.379. (2) The peptide sequence is NFIKGAKKI. The MHC is HLA-A29:02 with pseudo-sequence HLA-A29:02. The binding affinity (normalized) is 0.246. (3) The peptide sequence is AQRWANQIR. The MHC is HLA-B08:02 with pseudo-sequence HLA-B08:02. The binding affinity (normalized) is 0.0847.